Dataset: Peptide-MHC class I binding affinity with 185,985 pairs from IEDB/IMGT. Task: Regression. Given a peptide amino acid sequence and an MHC pseudo amino acid sequence, predict their binding affinity value. This is MHC class I binding data. (1) The peptide sequence is RDRFKRTSF. The MHC is HLA-A02:03 with pseudo-sequence HLA-A02:03. The binding affinity (normalized) is 0.0847. (2) The peptide sequence is VGIPSHRHI. The MHC is HLA-A26:01 with pseudo-sequence HLA-A26:01. The binding affinity (normalized) is 0. (3) The peptide sequence is ILNRETLLDFV. The MHC is HLA-A25:01 with pseudo-sequence HLA-A25:01. The binding affinity (normalized) is 0.0847. (4) The peptide sequence is FAVRPQVPL. The MHC is H-2-Ld with pseudo-sequence H-2-Ld. The binding affinity (normalized) is 0.